From a dataset of Reaction yield outcomes from USPTO patents with 853,638 reactions. Predict the reaction yield, written as a fraction of the theoretical maximum amount of product (1.0 means a 100% yield; for example, 0.34 means a 34% yield). (1) The reactants are C1(P(C2CCCCC2)C2CCCCC2)CCCCC1.C([O-])(=O)C.[K+].[B:34]1([B:34]2[O:38][C:37]([CH3:40])([CH3:39])[C:36]([CH3:42])([CH3:41])[O:35]2)[O:38][C:37]([CH3:40])([CH3:39])[C:36]([CH3:42])([CH3:41])[O:35]1.N#N.Br[C:46]1[CH:47]=[N:48][CH:49]=[C:50]([CH:56]=1)[C:51]([O:53][CH2:54][CH3:55])=[O:52]. The catalyst is CN(C)C=O.C1C=CC(/C=C/C(/C=C/C2C=CC=CC=2)=O)=CC=1.C1C=CC(/C=C/C(/C=C/C2C=CC=CC=2)=O)=CC=1.C1C=CC(/C=C/C(/C=C/C2C=CC=CC=2)=O)=CC=1.[Pd].[Pd].O.C(OC)(C)(C)C. The product is [CH3:40][C:37]1([CH3:39])[C:36]([CH3:41])([CH3:42])[O:35][B:34]([C:46]2[CH:56]=[C:50]([C:51]([O:53][CH2:54][CH3:55])=[O:52])[CH:49]=[N:48][CH:47]=2)[O:38]1. The yield is 0.620. (2) The reactants are [CH3:1][O:2][C:3]1[CH:8]=[CH:7][C:6]([C:9]([C:70]2[CH:75]=[CH:74][C:73]([O:76][CH3:77])=[CH:72][CH:71]=2)([C:64]2[CH:69]=[CH:68][CH:67]=[CH:66][CH:65]=2)[O:10][CH2:11][CH2:12][CH2:13][N:14]([C:46]2[CH:51]=[CH:50][C:49]([N:52]=[N:53][C:54]3[CH:59]=[CH:58][C:57]([N+:60]([O-:62])=[O:61])=[CH:56][C:55]=3[Cl:63])=[CH:48][CH:47]=2)[CH2:15][CH2:16][CH2:17][C:18]([N:20]2[C:31]3[C:23](=[C:24]4[C:28](=[CH:29][CH:30]=3)[NH:27][CH:26]([C:32](OC3C(F)=C(F)C(F)=C(F)C=3F)=[O:33])[CH2:25]4)[CH:22]=[CH:21]2)=[O:19])=[CH:5][CH:4]=1.C(N(CC)CC)C.[CH:85]1[C:89]2=[C:90]3[C:94](=[CH:95][CH:96]=[C:88]2[NH:87][CH:86]=1)[NH:93][CH:92]([C:97]([N:99]1[C:110]2[C:102](=[C:103]4[C:107](=[CH:108][CH:109]=2)[NH:106][CH:105]([C:111]([O:113][CH2:114][CH2:115][C:116]2[CH:121]=[CH:120][C:119]([N+:122]([O-:124])=[O:123])=[CH:118][CH:117]=2)=[O:112])[CH2:104]4)[CH:101]=[CH:100]1)=[O:98])[CH2:91]3. The catalyst is CN(C)C=O. The product is [CH3:1][O:2][C:3]1[CH:4]=[CH:5][C:6]([C:9]([C:70]2[CH:75]=[CH:74][C:73]([O:76][CH3:77])=[CH:72][CH:71]=2)([C:64]2[CH:69]=[CH:68][CH:67]=[CH:66][CH:65]=2)[O:10][CH2:11][CH2:12][CH2:13][N:14]([C:46]2[CH:51]=[CH:50][C:49]([N:52]=[N:53][C:54]3[CH:59]=[CH:58][C:57]([N+:60]([O-:62])=[O:61])=[CH:56][C:55]=3[Cl:63])=[CH:48][CH:47]=2)[CH2:15][CH2:16][CH2:17][C:18]([N:20]2[C:31]3[C:23](=[C:24]4[C:28](=[CH:29][CH:30]=3)[NH:27][CH:26]([C:32]([N:87]3[C:88]5[C:89](=[C:90]6[C:94](=[CH:95][CH:96]=5)[NH:93][CH:92]([C:97]([N:99]5[C:110]7[C:102](=[C:103]8[C:107](=[CH:108][CH:109]=7)[NH:106][CH:105]([C:111]([O:113][CH2:114][CH2:115][C:116]7[CH:117]=[CH:118][C:119]([N+:122]([O-:124])=[O:123])=[CH:120][CH:121]=7)=[O:112])[CH2:104]8)[CH:101]=[CH:100]5)=[O:98])[CH2:91]6)[CH:85]=[CH:86]3)=[O:33])[CH2:25]4)[CH:22]=[CH:21]2)=[O:19])=[CH:7][CH:8]=1. The yield is 0.900. (3) The reactants are [CH3:1][O:2][CH:3]1[O:9][C@H:8]([CH2:10]Cl)[C@@H:6]([OH:7])[C@H:4]1[OH:5].C([O-])([O-])=O.[Na+].[Na+].[H][H].[OH-].[Na+]. The catalyst is [Ni]. The product is [CH3:1][O:2][CH:3]1[O:9][C@H:8]([CH3:10])[C@@H:6]([OH:7])[C@H:4]1[OH:5]. The yield is 0.840. (4) The reactants are [CH2:1]([CH:3]([C:6]1[C:10](I)=[CH:9][N:8]([C:12]2[CH:17]=[CH:16][C:15]([C:18]([F:21])([F:20])[F:19])=[CH:14][N:13]=2)[N:7]=1)[CH2:4][CH3:5])[CH3:2].C1(P(C2C=CC=CC=2)C2C=CC=CC=2)C=CC=CC=1.C(=O)([O-])[O-].[Na+].[Na+].[CH2:47]([OH:50])[CH:48]=[CH2:49]. The catalyst is [Cl-].C([N+](CC)(CC)CC)C1C=CC=CC=1.C([O-])(=O)C.[Pd+2].C([O-])(=O)C.CN(C)C=O.O. The product is [CH2:1]([CH:3]([C:6]1[C:10]([CH2:49][CH2:48][CH:47]=[O:50])=[CH:9][N:8]([C:12]2[CH:17]=[CH:16][C:15]([C:18]([F:21])([F:20])[F:19])=[CH:14][N:13]=2)[N:7]=1)[CH2:4][CH3:5])[CH3:2]. The yield is 0.350. (5) The reactants are C[Al](C)C.[F:5][C:6]([F:10])([F:9])[CH2:7][NH2:8].C[O:12][C:13](=O)[C:14]1[CH:19]=[CH:18][C:17]([NH:20][CH2:21][C:22]2[C:23]([C:28]3[CH:33]=[CH:32][CH:31]=[C:30]([F:34])[CH:29]=3)=[N:24][O:25][C:26]=2[CH3:27])=[N:16][CH:15]=1.C(C(C(C([O-])=O)O)O)([O-])=O.[K+].[Na+]. The catalyst is O1CCOCC1. The product is [F:34][C:30]1[CH:29]=[C:28]([C:23]2[C:22]([CH2:21][NH:20][C:17]3[CH:18]=[CH:19][C:14]([C:13]([NH:8][CH2:7][C:6]([F:10])([F:9])[F:5])=[O:12])=[CH:15][N:16]=3)=[C:26]([CH3:27])[O:25][N:24]=2)[CH:33]=[CH:32][CH:31]=1. The yield is 0.860. (6) The reactants are [BH4-].[Na+].[CH:3]([C:5]1[CH:6]=[CH:7][C:8]2[N:9]([C:18]3[CH:23]=[CH:22][C:21]([C:24]4[CH:29]=[CH:28][C:27]([N:30]5[C:42]6[CH:41]=[CH:40][C:39]([CH:43]=[O:44])=[CH:38][C:37]=6[C:36]6[C:31]5=[CH:32][CH:33]=[CH:34][CH:35]=6)=[CH:26][CH:25]=4)=[CH:20][CH:19]=3)[C:10]3[C:15]([C:16]=2[CH:17]=1)=[CH:14][CH:13]=[CH:12][CH:11]=3)=[O:4].C(O)C.ClCCl.Cl. The catalyst is C1COCC1.O. The product is [OH:44][CH2:43][C:39]1[CH:40]=[CH:41][C:42]2[N:30]([C:27]3[CH:28]=[CH:29][C:24]([C:21]4[CH:20]=[CH:19][C:18]([N:9]5[C:8]6[CH:7]=[CH:6][C:5]([CH2:3][OH:4])=[CH:17][C:16]=6[C:15]6[C:10]5=[CH:11][CH:12]=[CH:13][CH:14]=6)=[CH:23][CH:22]=4)=[CH:25][CH:26]=3)[C:31]3[C:36]([C:37]=2[CH:38]=1)=[CH:35][CH:34]=[CH:33][CH:32]=3. The yield is 0.940. (7) The reactants are [CH2:1]([N:3]([CH:27]1[CH2:32][CH2:31][O:30][CH2:29][CH2:28]1)[C:4]1[C:5]([CH3:26])=[C:6]([CH:10]=[C:11]([C:13]2[CH:18]=[CH:17][C:16]([CH2:19][N:20]3[CH2:25][CH2:24][O:23][CH2:22][CH2:21]3)=[CH:15][CH:14]=2)[CH:12]=1)[C:7]([OH:9])=O)[CH3:2].CN(C(ON1N=NC2C=CC=NC1=2)=[N+](C)C)C.F[P-](F)(F)(F)(F)F.CCN(C(C)C)C(C)C.[NH2:66][CH2:67][C:68]1[C:69](=[O:77])[NH:70][C:71]([CH3:76])=[C:72]([F:75])[C:73]=1[CH3:74]. The catalyst is CN(C=O)C. The product is [CH2:1]([N:3]([CH:27]1[CH2:28][CH2:29][O:30][CH2:31][CH2:32]1)[C:4]1[C:5]([CH3:26])=[C:6]([C:7]([NH:66][CH2:67][C:68]2[C:69](=[O:77])[NH:70][C:71]([CH3:76])=[C:72]([F:75])[C:73]=2[CH3:74])=[O:9])[CH:10]=[C:11]([C:13]2[CH:14]=[CH:15][C:16]([CH2:19][N:20]3[CH2:25][CH2:24][O:23][CH2:22][CH2:21]3)=[CH:17][CH:18]=2)[CH:12]=1)[CH3:2]. The yield is 0.730. (8) The reactants are [CH2:1]([N:5](CCCC)CCCC)[CH2:2]CC.[CH:14]1[CH:19]=[C:18]2[CH:20]([CH2:27][O:28]C(NCC(O)=O)=O)[C:21]3[C:26]([C:17]2=[CH:16][CH:15]=1)=[CH:25][CH:24]=[CH:23][CH:22]=3.ClC(OCC(C)C)=[O:38].[NH2:44][C@H:45]1[CH2:68][CH2:67][C@@:66]2([CH3:69])[C@H:47]([CH2:48][CH2:49][C@@H:50]3[C@@H:65]2[CH2:64][C@H:63]([OH:70])[C@@:62]2([CH3:71])[C@H:51]3[CH2:52][CH2:53][C@@H:54]2[C@H:55]([CH3:61])[CH2:56][CH2:57][C:58]([OH:60])=[O:59])[CH2:46]1. The catalyst is C1COCC1.CN(C=O)C. The product is [CH:22]1[C:21]2[CH:20]([CH2:27][O:28][NH:5][CH2:1][C:2]([NH:44][C@H:45]3[CH2:68][CH2:67][C@@:66]4([CH3:69])[C@H:47]([CH2:48][CH2:49][C@@H:50]5[C@@H:65]4[CH2:64][C@H:63]([OH:70])[C@@:62]4([CH3:71])[C@H:51]5[CH2:52][CH2:53][C@@H:54]4[C@H:55]([CH3:61])[CH2:56][CH2:57][C:58]([OH:60])=[O:59])[CH2:46]3)=[O:38])[C:18]3[C:17](=[CH:16][CH:15]=[CH:14][CH:19]=3)[C:26]=2[CH:25]=[CH:24][CH:23]=1. The yield is 0.310.